Task: Predict the product of the given reaction.. Dataset: Forward reaction prediction with 1.9M reactions from USPTO patents (1976-2016) (1) Given the reactants Br[C:2]1[C:3]([Cl:18])=[C:4]([NH:10][C:11](=[O:17])[O:12][C:13]([CH3:16])([CH3:15])[CH3:14])[CH:5]=[C:6]([C:8]#[N:9])[CH:7]=1.[CH3:19][N:20]1[CH2:24][CH2:23][C:22]2([CH2:29][CH2:28][NH:27][CH2:26][CH2:25]2)[C:21]1=[O:30].C1C=CC(P(C2C(C3C(P(C4C=CC=CC=4)C4C=CC=CC=4)=CC=C4C=3C=CC=C4)=C3C(C=CC=C3)=CC=2)C2C=CC=CC=2)=CC=1.C([O-])([O-])=O.[Cs+].[Cs+], predict the reaction product. The product is: [Cl:18][C:3]1[C:2]([N:27]2[CH2:28][CH2:29][C:22]3([C:21](=[O:30])[N:20]([CH3:19])[CH2:24][CH2:23]3)[CH2:25][CH2:26]2)=[CH:7][C:6]([C:8]#[N:9])=[CH:5][C:4]=1[NH:10][C:11](=[O:17])[O:12][C:13]([CH3:16])([CH3:15])[CH3:14]. (2) Given the reactants [CH:1]1([O:6][C:7]2[CH:12]=[CH:11][C:10]([CH2:13][OH:14])=[CH:9][C:8]=2[F:15])[CH2:5][CH2:4][CH2:3][CH2:2]1.Cl[C:17]1[CH:28]=[C:21]2[N:22]([CH3:27])[C@H:23]([CH3:26])[CH2:24][CH2:25][N:20]2[C:19](=[O:29])[N:18]=1, predict the reaction product. The product is: [CH:1]1([O:6][C:7]2[CH:12]=[CH:11][C:10]([CH2:13][O:14][C:17]3[CH:28]=[C:21]4[N:22]([CH3:27])[C@H:23]([CH3:26])[CH2:24][CH2:25][N:20]4[C:19](=[O:29])[N:18]=3)=[CH:9][C:8]=2[F:15])[CH2:2][CH2:3][CH2:4][CH2:5]1. (3) Given the reactants [CH:1]1[CH:6]=[CH:5][CH:4]=[C:3]2[NH:7][C:8]3[C:9](=[CH:10][C:11]4[NH:12][C:13]5[C:18]([C:19]=4[CH:20]=3)=[CH:17][CH:16]=[CH:15][CH:14]=5)[C:2]=12.C1O[CH2:37][CH2:36]OCCOCCOCCOCCOC1.C([O-])([O-])=O.[K+].[K+].I[C:46]1[CH:51]=[CH:50][C:49]([CH3:52])=[CH:48][CH:47]=1, predict the reaction product. The product is: [CH3:52][C:49]1[CH:50]=[CH:51][C:46]([N:12]2[C:11]3[C:19](=[CH:20][C:8]4[N:7]([C:1]5[CH:6]=[CH:5][C:36]([CH3:37])=[CH:3][CH:2]=5)[C:3]5[C:2]([C:9]=4[CH:10]=3)=[CH:1][CH:6]=[CH:5][CH:4]=5)[C:18]3[C:13]2=[CH:14][CH:15]=[CH:16][CH:17]=3)=[CH:47][CH:48]=1. (4) Given the reactants [CH2:1]([O:3][C:4]1[CH:11]=[CH:10][CH:9]=[CH:8][C:5]=1[C:6]#[N:7])[CH3:2].C(N(CC)CC)C.Cl.[NH2:20][OH:21].O, predict the reaction product. The product is: [CH2:1]([O:3][C:4]1[CH:11]=[CH:10][CH:9]=[CH:8][C:5]=1[C:6]([NH:20][OH:21])=[NH:7])[CH3:2]. (5) Given the reactants [CH3:1][O:2][C:3]1[CH:20]=[CH:19][C:6]([CH2:7][NH:8][C:9]2[N+:10]([O-:18])=[CH:11][CH:12]=[C:13]([N+]([O-])=O)[CH:14]=2)=[CH:5][CH:4]=1.[OH:21][C:22]1[CH:31]=[C:30]2[C:25]([CH2:26][CH2:27][CH:28]([C:32]([OH:34])=[O:33])[CH2:29]2)=[CH:24][CH:23]=1.C(=O)([O-])[O-].[Cs+].[Cs+].CN(C=O)C, predict the reaction product. The product is: [CH3:1][O:2][C:3]1[CH:20]=[CH:19][C:6]([CH2:7][NH:8][C:9]2[CH:14]=[C:13]([O:21][C:22]3[CH:31]=[C:30]4[C:25]([CH2:26][CH2:27][CH:28]([C:32]([OH:34])=[O:33])[CH2:29]4)=[CH:24][CH:23]=3)[CH:12]=[CH:11][N+:10]=2[O-:18])=[CH:5][CH:4]=1. (6) Given the reactants [F:1][C:2]1[CH:7]=[CH:6][C:5]([C:8](=[O:34])[CH2:9][C:10]2[N:11](C(OC(C)(C)C)=O)[C@H:12]([C:21]3[CH:26]=[CH:25][CH:24]=[CH:23][CH:22]=3)[C@H:13]([C:15]3[CH:20]=[CH:19][CH:18]=[CH:17][CH:16]=3)[N:14]=2)=[CH:4][CH:3]=1.C(O)(C(F)(F)F)=O.C(=O)(O)[O-].[Na+], predict the reaction product. The product is: [C:21]1([C@H:12]2[C@@H:13]([C:15]3[CH:20]=[CH:19][CH:18]=[CH:17][CH:16]=3)[NH:14][C:10]([CH2:9][C:8]([C:5]3[CH:4]=[CH:3][C:2]([F:1])=[CH:7][CH:6]=3)=[O:34])=[N:11]2)[CH:22]=[CH:23][CH:24]=[CH:25][CH:26]=1. (7) Given the reactants CO[C:3](=[O:20])[C:4]1[CH:16]=[CH:15][C:7]([C:8]([O:10][C:11]([CH3:14])([CH3:13])[CH3:12])=[O:9])=[CH:6][C:5]=1[N+]([O-])=O.[C:21]([O:25][CH3:26])(=[O:24])[CH2:22][SH:23].O.[OH-].[Li+], predict the reaction product. The product is: [CH3:26][O:25][C:21]([C:22]1[S:23][C:5]2[CH:6]=[C:7]([C:8]([O:10][C:11]([CH3:12])([CH3:13])[CH3:14])=[O:9])[CH:15]=[CH:16][C:4]=2[C:3]=1[OH:20])=[O:24]. (8) Given the reactants [C:1]([C:3]1[CH:4]=[CH:5][C:6]2[O:10][C:9]([CH:11]([C:16]3[C:24]([O:25][CH3:26])=[CH:23][C:22]([CH3:27])=[C:21]4[C:17]=3[CH:18]=[CH:19][NH:20]4)[CH2:12][C:13]([OH:15])=[O:14])=[N:8][C:7]=2[CH:28]=1)#[N:2].CO.[CH2:31]1CCC(N=C=NC2CCCCC2)CC1, predict the reaction product. The product is: [C:1]([C:3]1[CH:4]=[CH:5][C:6]2[O:10][C:9]([CH:11]([C:16]3[C:24]([O:25][CH3:26])=[CH:23][C:22]([CH3:27])=[C:21]4[C:17]=3[CH:18]=[CH:19][NH:20]4)[CH2:12][C:13]([O:15][CH3:31])=[O:14])=[N:8][C:7]=2[CH:28]=1)#[N:2]. (9) Given the reactants Br[CH2:2][C:3]([C:5]1[CH:14]=[CH:13][CH:12]=[C:11]2[C:6]=1[N:7]=[C:8]([NH:16][C:17]([CH3:20])([CH3:19])[CH3:18])[C:9]([CH3:15])=[N:10]2)=[O:4].[CH:21]1([C:24](=[O:30])[CH2:25][C:26]([O:28][CH3:29])=[O:27])[CH2:23][CH2:22]1.C([O-])([O-])=O.[K+].[K+].Cl, predict the reaction product. The product is: [C:17]([NH:16][C:8]1[C:9]([CH3:15])=[N:10][C:11]2[C:6]([N:7]=1)=[C:5]([C:3](=[O:4])[CH2:2][CH:25]([C:24]([CH:21]1[CH2:23][CH2:22]1)=[O:30])[C:26]([O:28][CH3:29])=[O:27])[CH:14]=[CH:13][CH:12]=2)([CH3:20])([CH3:19])[CH3:18].